Dataset: Full USPTO retrosynthesis dataset with 1.9M reactions from patents (1976-2016). Task: Predict the reactants needed to synthesize the given product. (1) Given the product [C:30]1([CH:7]([C:1]2[CH:2]=[CH:3][CH:4]=[CH:5][CH:6]=2)[N:8]2[C:16]3[C:11](=[CH:12][CH:13]=[CH:14][CH:15]=3)[C:10]3([C:17]4=[CH:18][C:19]5[O:23][C:22](=[O:24])[N:21]([CH3:25])[C:20]=5[CH:26]=[C:27]4[O:28][CH2:36]3)[C:9]2=[O:29])[CH:31]=[CH:32][CH:33]=[CH:34][CH:35]=1, predict the reactants needed to synthesize it. The reactants are: [C:1]1([CH:7]([C:30]2[CH:35]=[CH:34][CH:33]=[CH:32][CH:31]=2)[N:8]2[C:16]3[C:11](=[CH:12][CH:13]=[CH:14][CH:15]=3)[CH:10]([C:17]3[C:27]([OH:28])=[CH:26][C:20]4[N:21]([CH3:25])[C:22](=[O:24])[O:23][C:19]=4[CH:18]=3)[C:9]2=[O:29])[CH:6]=[CH:5][CH:4]=[CH:3][CH:2]=1.[C:36]1(C(C2C=CC=CC=2)N2C3C(=CC=CC=3)C(C3C=C(C)C(OC)=CC=3O)C2=O)C=CC=CC=1. (2) Given the product [Cl:20][C:14]1[CH:15]=[C:16]([Cl:19])[CH:17]=[CH:18][C:13]=1[CH2:12][CH2:11][NH:10][C:4]1[N:5]=[C:6]([O:8][CH3:9])[N:7]=[C:2]([C:29]2[CH:28]=[C:27]([C:24]([CH3:26])([CH3:25])[C:21]([OH:23])=[O:22])[CH:32]=[CH:31][CH:30]=2)[CH:3]=1, predict the reactants needed to synthesize it. The reactants are: Cl[C:2]1[N:7]=[C:6]([O:8][CH3:9])[N:5]=[C:4]([NH:10][CH2:11][CH2:12][C:13]2[CH:18]=[CH:17][C:16]([Cl:19])=[CH:15][C:14]=2[Cl:20])[CH:3]=1.[C:21]([C:24]([C:27]1[CH:28]=[C:29](B(O)O)[CH:30]=[CH:31][CH:32]=1)([CH3:26])[CH3:25])([OH:23])=[O:22].O.Cl. (3) Given the product [Cl:11][C:8]1[CH:9]=[C:10]2[C:5](=[CH:6][CH:7]=1)[NH:4][C:3](=[O:12])[C:2]2([NH:21][C@@H:22]([CH:28]([CH3:30])[CH3:29])[C:23]([N:25]([CH3:27])[CH3:26])=[O:24])[C:13]1[CH:18]=[CH:17][CH:16]=[CH:15][C:14]=1[O:19][CH3:20], predict the reactants needed to synthesize it. The reactants are: Cl[C:2]1([C:13]2[CH:18]=[CH:17][CH:16]=[CH:15][C:14]=2[O:19][CH3:20])[C:10]2[C:5](=[CH:6][CH:7]=[C:8]([Cl:11])[CH:9]=2)[NH:4][C:3]1=[O:12].[NH2:21][C@@H:22]([CH:28]([CH3:30])[CH3:29])[C:23]([N:25]([CH3:27])[CH3:26])=[O:24]. (4) The reactants are: [O:1]1[C:5]2[CH:6]=[CH:7][C:8]([C:10]#[N:11])=[CH:9][C:4]=2[CH:3]=[CH:2]1.[Li]CCCC.[B:17](OC)([O:20]C)[O:18]C.Cl. Given the product [C:10]([C:8]1[CH:7]=[CH:6][C:5]2[O:1][C:2]([B:17]([OH:20])[OH:18])=[CH:3][C:4]=2[CH:9]=1)#[N:11], predict the reactants needed to synthesize it. (5) Given the product [CH3:1][N:2]1[CH2:8][CH2:7][CH2:6][CH2:5][C@H:4]([NH:9][C:10](=[O:16])[O:11][C:12]([CH3:13])([CH3:15])[CH3:14])[C:3]1=[O:17], predict the reactants needed to synthesize it. The reactants are: [CH3:1][N:2]1[CH2:8][CH:7]=[CH:6][CH2:5][C@H:4]([NH:9][C:10](=[O:16])[O:11][C:12]([CH3:15])([CH3:14])[CH3:13])[C:3]1=[O:17].[H][H]. (6) Given the product [ClH:22].[Cl:22][C:23]1[CH:24]=[C:25]2[C:29](=[CH:30][CH:31]=1)[NH:28][C:27]([C:32]([NH:2][C@@H:3]([C:7]([N:9]1[CH2:14][CH2:13][CH:12]([CH:15]3[CH2:16][CH2:17][N:18]([CH3:21])[CH2:19][CH2:20]3)[CH2:11][CH2:10]1)=[O:8])[CH:4]([CH3:5])[CH3:6])=[O:33])=[CH:26]2, predict the reactants needed to synthesize it. The reactants are: Cl.[NH2:2][C@@H:3]([C:7]([N:9]1[CH2:14][CH2:13][CH:12]([CH:15]2[CH2:20][CH2:19][N:18]([CH3:21])[CH2:17][CH2:16]2)[CH2:11][CH2:10]1)=[O:8])[CH:4]([CH3:6])[CH3:5].[Cl:22][C:23]1[CH:24]=[C:25]2[C:29](=[CH:30][CH:31]=1)[NH:28][C:27]([C:32](O)=[O:33])=[CH:26]2. (7) Given the product [O:16]=[S:17]1(=[O:40])[CH2:22][CH2:21][CH:20]([O:23][C:24]2[CH:29]=[C:28]([CH3:30])[C:27]([C:31]3[CH:36]=[CH:35][CH:34]=[C:33]([CH2:37][O:1][C:2]4[CH:15]=[CH:14][C:5]5[C@H:6]([CH2:9][C:10]([O:12][CH3:13])=[O:11])[CH2:7][O:8][C:4]=5[CH:3]=4)[CH:32]=3)=[C:26]([CH3:39])[CH:25]=2)[CH2:19][CH2:18]1, predict the reactants needed to synthesize it. The reactants are: [OH:1][C:2]1[CH:15]=[CH:14][C:5]2[C@H:6]([CH2:9][C:10]([O:12][CH3:13])=[O:11])[CH2:7][O:8][C:4]=2[CH:3]=1.[O:16]=[S:17]1(=[O:40])[CH2:22][CH2:21][CH:20]([O:23][C:24]2[CH:29]=[C:28]([CH3:30])[C:27]([C:31]3[CH:36]=[CH:35][CH:34]=[C:33]([CH2:37]O)[CH:32]=3)=[C:26]([CH3:39])[CH:25]=2)[CH2:19][CH2:18]1.C(P(CCCC)CCCC)CCC.N(C(N1CCCCC1)=O)=NC(N1CCCCC1)=O.